From a dataset of Reaction yield outcomes from USPTO patents with 853,638 reactions. Predict the reaction yield, written as a fraction of the theoretical maximum amount of product (1.0 means a 100% yield; for example, 0.34 means a 34% yield). The reactants are C([Si](C)(C)[O:6][CH2:7][C:8]([C:11]1[CH:16]=[CH:15][C:14]([NH:17][C:18]([C:20]2[N:21](COCC[Si](C)(C)C)[CH:22]=[C:23]([C:25]#[N:26])[N:24]=2)=[O:19])=[C:13]([C:35]2[CH2:40][CH2:39][C:38]([CH3:42])([CH3:41])[CH2:37][CH:36]=2)[CH:12]=1)([CH3:10])[CH3:9])(C)(C)C.O.[F-].C([N+](CCCC)(CCCC)CCCC)CCC.CCOC(C)=O. The catalyst is C1COCC1. The product is [CH3:41][C:38]1([CH3:42])[CH2:39][CH2:40][C:35]([C:13]2[CH:12]=[C:11]([C:8]([CH3:9])([CH3:10])[CH2:7][OH:6])[CH:16]=[CH:15][C:14]=2[NH:17][C:18]([C:20]2[NH:21][CH:22]=[C:23]([C:25]#[N:26])[N:24]=2)=[O:19])=[CH:36][CH2:37]1. The yield is 0.920.